From a dataset of Reaction yield outcomes from USPTO patents with 853,638 reactions. Predict the reaction yield, written as a fraction of the theoretical maximum amount of product (1.0 means a 100% yield; for example, 0.34 means a 34% yield). (1) The reactants are Cl[C:2]1[N:7]2[N:8]=[C:9]([C:17]3[CH:22]=[CH:21][C:20]([F:23])=[CH:19][CH:18]=3)[C:10]([C:11]3[CH:16]=[CH:15][N:14]=[CH:13][CH:12]=3)=[C:6]2[CH:5]=[CH:4][CH:3]=1.[CH3:24][NH2:25]. No catalyst specified. The product is [F:23][C:20]1[CH:21]=[CH:22][C:17]([C:9]2[C:10]([C:11]3[CH:16]=[CH:15][N:14]=[CH:13][CH:12]=3)=[C:6]3[CH:5]=[CH:4][CH:3]=[C:2]([NH:25][CH3:24])[N:7]3[N:8]=2)=[CH:18][CH:19]=1. The yield is 0.773. (2) The reactants are [BrH:1].[Cl:2][C:3]1[C:4]([N:9]2[CH:13]([C:14]([O:16][CH2:17][CH3:18])=[O:15])[CH2:12][C:11](OS(C3C=CC(C)=CC=3)(=O)=O)=[N:10]2)=[N:5][CH:6]=[CH:7][CH:8]=1. The catalyst is BrCBr. The product is [Br:1][C:11]1[CH2:12][CH:13]([C:14]([O:16][CH2:17][CH3:18])=[O:15])[N:9]([C:4]2[C:3]([Cl:2])=[CH:8][CH:7]=[CH:6][N:5]=2)[N:10]=1. The yield is 1.00.